From a dataset of NCI-60 drug combinations with 297,098 pairs across 59 cell lines. Regression. Given two drug SMILES strings and cell line genomic features, predict the synergy score measuring deviation from expected non-interaction effect. (1) Drug 1: C1=NC2=C(N1)C(=S)N=C(N2)N. Drug 2: CC1=C2C(C(=O)C3(C(CC4C(C3C(C(C2(C)C)(CC1OC(=O)C(C(C5=CC=CC=C5)NC(=O)OC(C)(C)C)O)O)OC(=O)C6=CC=CC=C6)(CO4)OC(=O)C)O)C)O. Cell line: BT-549. Synergy scores: CSS=20.0, Synergy_ZIP=-7.79, Synergy_Bliss=-6.33, Synergy_Loewe=-27.8, Synergy_HSA=-4.57. (2) Drug 1: CC1=C2C(C(=O)C3(C(CC4C(C3C(C(C2(C)C)(CC1OC(=O)C(C(C5=CC=CC=C5)NC(=O)OC(C)(C)C)O)O)OC(=O)C6=CC=CC=C6)(CO4)OC(=O)C)O)C)O. Drug 2: CCN(CC)CCCC(C)NC1=C2C=C(C=CC2=NC3=C1C=CC(=C3)Cl)OC. Cell line: RXF 393. Synergy scores: CSS=16.2, Synergy_ZIP=-8.85, Synergy_Bliss=-2.88, Synergy_Loewe=-9.13, Synergy_HSA=-1.32. (3) Drug 1: CN1CCC(CC1)COC2=C(C=C3C(=C2)N=CN=C3NC4=C(C=C(C=C4)Br)F)OC. Drug 2: C1=CC=C(C(=C1)C(C2=CC=C(C=C2)Cl)C(Cl)Cl)Cl. Cell line: IGROV1. Synergy scores: CSS=50.7, Synergy_ZIP=4.20, Synergy_Bliss=5.20, Synergy_Loewe=-38.6, Synergy_HSA=5.12. (4) Drug 1: CC1=CC2C(CCC3(C2CCC3(C(=O)C)OC(=O)C)C)C4(C1=CC(=O)CC4)C. Drug 2: CC1CCC2CC(C(=CC=CC=CC(CC(C(=O)C(C(C(=CC(C(=O)CC(OC(=O)C3CCCCN3C(=O)C(=O)C1(O2)O)C(C)CC4CCC(C(C4)OC)OCCO)C)C)O)OC)C)C)C)OC. Cell line: SK-OV-3. Synergy scores: CSS=20.3, Synergy_ZIP=-4.40, Synergy_Bliss=-3.07, Synergy_Loewe=-6.91, Synergy_HSA=-2.40. (5) Drug 1: C1=CN(C(=O)N=C1N)C2C(C(C(O2)CO)O)O.Cl. Drug 2: CN(C(=O)NC(C=O)C(C(C(CO)O)O)O)N=O. Cell line: A498. Synergy scores: CSS=13.0, Synergy_ZIP=-3.33, Synergy_Bliss=1.48, Synergy_Loewe=-12.3, Synergy_HSA=1.10. (6) Drug 1: CC1=C2C(C(=O)C3(C(CC4C(C3C(C(C2(C)C)(CC1OC(=O)C(C(C5=CC=CC=C5)NC(=O)C6=CC=CC=C6)O)O)OC(=O)C7=CC=CC=C7)(CO4)OC(=O)C)O)C)OC(=O)C. Drug 2: C1=NC2=C(N1)C(=S)N=CN2. Cell line: SW-620. Synergy scores: CSS=62.0, Synergy_ZIP=-7.52, Synergy_Bliss=-6.70, Synergy_Loewe=-19.4, Synergy_HSA=-2.55. (7) Drug 1: CC1=C(C(CCC1)(C)C)C=CC(=CC=CC(=CC(=O)O)C)C. Drug 2: C1=NC2=C(N=C(N=C2N1C3C(C(C(O3)CO)O)F)Cl)N. Cell line: BT-549. Synergy scores: CSS=4.10, Synergy_ZIP=0.945, Synergy_Bliss=7.03, Synergy_Loewe=-0.776, Synergy_HSA=1.41.